From a dataset of Catalyst prediction with 721,799 reactions and 888 catalyst types from USPTO. Predict which catalyst facilitates the given reaction. (1) Reactant: Cl.[NH2:2][CH2:3][CH2:4][NH:5][C:6]([C:8]1[CH:25]=[CH:24][C:11]([O:12][CH:13]2[CH2:18][CH2:17][CH:16]([C:19]([O:21][CH2:22][CH3:23])=[O:20])[CH2:15][CH2:14]2)=[CH:10][CH:9]=1)=[O:7].[C:26]1([CH:32]2[CH2:37][CH2:36][CH:35]([C:38](O)=[O:39])[CH2:34][CH2:33]2)[CH:31]=[CH:30][CH:29]=[CH:28][CH:27]=1.Cl.C(N=C=NCCCN(C)C)C.O.ON1C2C=CC=CC=2N=N1.C(=O)([O-])O.[Na+]. Product: [C:26]1([CH:32]2[CH2:37][CH2:36][CH:35]([C:38]([NH:2][CH2:3][CH2:4][NH:5][C:6]([C:8]3[CH:25]=[CH:24][C:11]([O:12][CH:13]4[CH2:14][CH2:15][CH:16]([C:19]([O:21][CH2:22][CH3:23])=[O:20])[CH2:17][CH2:18]4)=[CH:10][CH:9]=3)=[O:7])=[O:39])[CH2:34][CH2:33]2)[CH:31]=[CH:30][CH:29]=[CH:28][CH:27]=1. The catalyst class is: 1. (2) Reactant: C(OC(=O)[NH:7][CH:8]([C:24]1[CH:29]=[CH:28][CH:27]=[CH:26][CH:25]=1)[CH:9]1[CH2:14][CH2:13][N:12]([C:15]2[C:16]3[CH:23]=[CH:22][NH:21][C:17]=3[N:18]=[CH:19][N:20]=2)[CH2:11][CH2:10]1)(C)(C)C.Cl. Product: [NH3:7].[C:24]1([CH:8]([NH2:7])[CH:9]2[CH2:14][CH2:13][N:12]([C:15]3[C:16]4[CH:23]=[CH:22][NH:21][C:17]=4[N:18]=[CH:19][N:20]=3)[CH2:11][CH2:10]2)[CH:25]=[CH:26][CH:27]=[CH:28][CH:29]=1. The catalyst class is: 5. (3) Reactant: [CH2:1]([O:8][C:9]1[CH:14]=[CH:13][C:12]([C:15]2[S:19][C:18]([C:20]([OH:22])=O)=[CH:17][CH:16]=2)=[CH:11][CH:10]=1)[C:2]1[CH:7]=[CH:6][CH:5]=[CH:4][CH:3]=1.Cl.[CH3:24][O:25][C:26](=[O:36])[C@H:27]([CH2:29][C:30]1[CH:35]=[CH:34][CH:33]=[CH:32][CH:31]=1)[NH2:28].ON1C2C=CC=CC=2N=N1.C(N(CC)CC)C.Cl.CN(C)CCCN=C=NCC. Product: [CH3:24][O:25][C:26](=[O:36])[CH:27]([NH:28][C:20]([C:18]1[S:19][C:15]([C:12]2[CH:11]=[CH:10][C:9]([O:8][CH2:1][C:2]3[CH:3]=[CH:4][CH:5]=[CH:6][CH:7]=3)=[CH:14][CH:13]=2)=[CH:16][CH:17]=1)=[O:22])[CH2:29][C:30]1[CH:35]=[CH:34][CH:33]=[CH:32][CH:31]=1. The catalyst class is: 136. (4) Reactant: [CH2:1]([O:8][C:9]1[CH:10]=[C:11]([CH2:34][OH:35])[CH:12]=[C:13]([CH2:15][O:16][Si:17]([C:30]([CH3:33])([CH3:32])[CH3:31])([C:24]2[CH:29]=[CH:28][CH:27]=[CH:26][CH:25]=2)[C:18]2[CH:23]=[CH:22][CH:21]=[CH:20][CH:19]=2)[CH:14]=1)[C:2]1[CH:7]=[CH:6][CH:5]=[CH:4][CH:3]=1.[Cl:36][C:37]1[CH:42]=[C:41]([Cl:43])[CH:40]=[CH:39][C:38]=1O.C(P(CCCC)CCCC)CCC.N(C(N1CCCCC1)=O)=NC(N1CCCCC1)=O. Product: [CH2:1]([O:8][C:9]1[CH:14]=[C:13]([CH:12]=[C:11]([CH2:34][O:35][C:40]2[CH:39]=[CH:38][C:37]([Cl:36])=[CH:42][C:41]=2[Cl:43])[CH:10]=1)[CH2:15][O:16][Si:17]([C:30]([CH3:31])([CH3:32])[CH3:33])([C:18]1[CH:19]=[CH:20][CH:21]=[CH:22][CH:23]=1)[C:24]1[CH:25]=[CH:26][CH:27]=[CH:28][CH:29]=1)[C:2]1[CH:7]=[CH:6][CH:5]=[CH:4][CH:3]=1. The catalyst class is: 7. (5) The catalyst class is: 761. Product: [CH3:12][CH:13]([CH3:31])[CH2:14][C:15]([O:17][CH:18]([O:20][C:21]([NH:11][CH2:10][C@H:2]1[CH2:3][CH2:4][C@H:5]([C:7]([OH:9])=[O:8])[CH2:6][CH2:1]1)=[O:22])[CH3:19])=[O:16]. Reactant: [CH2:1]1[CH2:6][C@H:5]([C:7]([OH:9])=[O:8])[CH2:4][CH2:3][C@H:2]1[CH2:10][NH2:11].[CH3:12][CH:13]([CH3:31])[CH2:14][C:15]([O:17][CH:18]([O:20][C:21](ON1C(=O)CCC1=O)=[O:22])[CH3:19])=[O:16].